This data is from Catalyst prediction with 721,799 reactions and 888 catalyst types from USPTO. The task is: Predict which catalyst facilitates the given reaction. (1) Reactant: C[O:2][C:3]([C@@H:5]1[CH2:10][C@H:9]([C:11](=[O:34])[NH:12][CH2:13][C:14]2([CH2:28][CH2:29][CH2:30][CH2:31][O:32][CH3:33])[C:27]3[CH:26]=[CH:25][CH:24]=[CH:23][C:22]=3[O:21][C:20]3[C:15]2=[CH:16][CH:17]=[CH:18][CH:19]=3)[CH2:8][N:7]([C:35]([O:37][C:38]([CH3:41])([CH3:40])[CH3:39])=[O:36])[CH2:6]1)=[O:4].[OH-].[Na+].Cl.OS([O-])(=O)=O.[K+]. Product: [C:38]([O:37][C:35]([N:7]1[CH2:8][C@@H:9]([C:11](=[O:34])[NH:12][CH2:13][C:14]2([CH2:28][CH2:29][CH2:30][CH2:31][O:32][CH3:33])[C:27]3[CH:26]=[CH:25][CH:24]=[CH:23][C:22]=3[O:21][C:20]3[C:15]2=[CH:16][CH:17]=[CH:18][CH:19]=3)[CH2:10][C@@H:5]([C:3]([OH:4])=[O:2])[CH2:6]1)=[O:36])([CH3:41])([CH3:39])[CH3:40]. The catalyst class is: 12. (2) Reactant: [CH:1]1([C@:7]2([NH:31]S(C(C)(C)C)=O)[C:15]3[C:10](=[CH:11][CH:12]=[C:13]([C:16]4[C:17]([CH3:22])=[N:18][O:19][C:20]=4[CH3:21])[CH:14]=3)[N:9](C(OC(C)(C)C)=O)[C:8]2=[O:30])[CH2:6][CH2:5][CH2:4][CH2:3][CH2:2]1.Cl. Product: [NH2:31][C@@:7]1([CH:1]2[CH2:6][CH2:5][CH2:4][CH2:3][CH2:2]2)[C:15]2[C:10](=[CH:11][CH:12]=[C:13]([C:16]3[C:17]([CH3:22])=[N:18][O:19][C:20]=3[CH3:21])[CH:14]=2)[NH:9][C:8]1=[O:30]. The catalyst class is: 12. (3) Reactant: [F:1][C:2]1[CH:7]=[CH:6][CH:5]=[CH:4][C:3]=1[OH:8].[H-].[Na+].[C:11]([O:15][C:16]([N:18]1[CH2:31][CH2:30][C:21]2([CH2:24][CH:23](OS(C)(=O)=O)[CH2:22]2)[CH2:20][CH2:19]1)=[O:17])([CH3:14])([CH3:13])[CH3:12].O. Product: [C:11]([O:15][C:16]([N:18]1[CH2:31][CH2:30][C:21]2([CH2:22][CH:23]([O:8][C:3]3[CH:4]=[CH:5][CH:6]=[CH:7][C:2]=3[F:1])[CH2:24]2)[CH2:20][CH2:19]1)=[O:17])([CH3:14])([CH3:12])[CH3:13]. The catalyst class is: 9. (4) Reactant: C(OC([NH:8][CH:9]([CH2:19][CH:20]([O:22][CH2:23][CH2:24][F:25])[CH3:21])[CH:10]([C:15]([O:17]C)=[O:16])[C:11]([O:13]C)=[O:12])=O)(C)(C)C.Cl. Product: [NH2:8][CH:9]([CH2:19][CH:20]([O:22][CH2:23][CH2:24][F:25])[CH3:21])[CH:10]([C:15]([OH:17])=[O:16])[C:11]([OH:13])=[O:12].[NH3:8]. The catalyst class is: 5. (5) Reactant: [I:1][C:2]1[CH:7]=[CH:6][C:5]([C@@H:8]2[CH2:10][C@H:9]2[NH2:11])=[CH:4][CH:3]=1.[CH:12]([CH:14]1[CH2:19][CH2:18][N:17]([CH2:20][C:21]2[CH:30]=[CH:29][C:24]([C:25]([O:27][CH3:28])=[O:26])=[CH:23][CH:22]=2)[CH2:16][CH2:15]1)=O.C([BH3-])#N.[Na+].C(O)(=O)C. Product: [I:1][C:2]1[CH:3]=[CH:4][C:5]([C@@H:8]2[CH2:10][C@H:9]2[NH:11][CH2:12][CH:14]2[CH2:19][CH2:18][N:17]([CH2:20][C:21]3[CH:22]=[CH:23][C:24]([C:25]([O:27][CH3:28])=[O:26])=[CH:29][CH:30]=3)[CH2:16][CH2:15]2)=[CH:6][CH:7]=1. The catalyst class is: 5. (6) Reactant: [C:1]([O:5][C:6]([N:8]1[CH2:14][CH2:13][C:12]2[C:15]([S:20][CH2:21][C:22]3[CH:27]=[CH:26][C:25]([C:28](O)=[O:29])=[CH:24][N:23]=3)=[C:16]([Cl:19])[CH:17]=[CH:18][C:11]=2[CH2:10][CH2:9]1)=[O:7])([CH3:4])([CH3:3])[CH3:2].CN(C(ON1N=NC2C=CC=NC1=2)=[N+](C)C)C.F[P-](F)(F)(F)(F)F.C(N(CC)C(C)C)(C)C.[F:64][C:65]1[CH:72]=[C:71]([C:73]([F:76])([F:75])[F:74])[CH:70]=[CH:69][C:66]=1[CH2:67][NH2:68]. Product: [C:1]([O:5][C:6]([N:8]1[CH2:14][CH2:13][C:12]2[C:15]([S:20][CH2:21][C:22]3[CH:27]=[CH:26][C:25]([C:28](=[O:29])[NH:68][CH2:67][C:66]4[CH:69]=[CH:70][C:71]([C:73]([F:74])([F:75])[F:76])=[CH:72][C:65]=4[F:64])=[CH:24][N:23]=3)=[C:16]([Cl:19])[CH:17]=[CH:18][C:11]=2[CH2:10][CH2:9]1)=[O:7])([CH3:2])([CH3:4])[CH3:3]. The catalyst class is: 18. (7) Reactant: [F:1][C:2]1[CH:7]=[CH:6][CH:5]=[CH:4][C:3]=1[C:8]1[CH:16]=[CH:15][CH:14]=[C:13]2[C:9]=1[CH2:10][C:11](=[O:17])[NH:12]2.[CH2:18]([N:20]([CH2:34][CH3:35])[CH2:21][CH2:22][NH:23][C:24]([C:26]1[CH:30]=[C:29]([CH3:31])[NH:28][C:27]=1[CH:32]=O)=[O:25])[CH3:19]. Product: [CH2:34]([N:20]([CH2:18][CH3:19])[CH2:21][CH2:22][NH:23][C:24]([C:26]1[CH:30]=[C:29]([CH3:31])[NH:28][C:27]=1[CH:32]=[C:10]1[C:9]2[C:13](=[CH:14][CH:15]=[CH:16][C:8]=2[C:3]2[CH:4]=[CH:5][CH:6]=[CH:7][C:2]=2[F:1])[NH:12][C:11]1=[O:17])=[O:25])[CH3:35]. The catalyst class is: 360.